This data is from Microsomal clearance measurements from AstraZeneca. The task is: Regression/Classification. Given a drug SMILES string, predict its absorption, distribution, metabolism, or excretion properties. Task type varies by dataset: regression for continuous measurements (e.g., permeability, clearance, half-life) or binary classification for categorical outcomes (e.g., BBB penetration, CYP inhibition). For this dataset (clearance_microsome_az), we predict log10(clearance) (log10 of the in vitro intrinsic clearance, CLint, in uL/min per mg of human liver microsomal protein, equivalently mL/min/g; values are censored to the assay range of 3 to 150, which is 0.477 to 2.18 on this log10 scale). The molecule is CN(C(=O)Cc1ccc(S(N)(=O)=O)cc1)C1CCN(CCC(c2ccccc2)c2ccccc2)CC1. The log10(clearance) is 1.08.